This data is from Catalyst prediction with 721,799 reactions and 888 catalyst types from USPTO. The task is: Predict which catalyst facilitates the given reaction. (1) Reactant: [C:1]([O:5][C:6]([NH:8][CH2:9][C@H:10]1[CH2:15][CH2:14][C@H:13]([C:16]([NH:18][C@H:19]([C:37](=[O:49])[NH:38][C:39]2[CH:48]=[CH:47][C:42]3[NH:43][C:44](=[O:46])[NH:45][C:41]=3[CH:40]=2)[CH2:20][C:21]2[CH:26]=[CH:25][C:24]([C:27]3[CH:32]=[CH:31][C:30]([C:33](O)=[O:34])=[CH:29][C:28]=3[CH3:36])=[CH:23][CH:22]=2)=[O:17])[CH2:12][CH2:11]1)=[O:7])([CH3:4])([CH3:3])[CH3:2].Cl.[NH2:51][C@@H:52]1[CH2:56][C@@H:55]([CH2:57][OH:58])[NH:54][C:53]1=[O:59].C(N(CC)C(C)C)(C)C.C(P1(=O)OP(=O)(CCC)OP(=O)(CCC)O1)CC.F[P-](F)(F)(F)(F)F.CN(C(ON1C2=NC=CC=C2N=N1)=[N+](C)C)C. Product: [OH:58][CH2:57][C@H:55]1[NH:54][C:53](=[O:59])[C@H:52]([NH:51][C:33]([C:30]2[CH:31]=[CH:32][C:27]([C:24]3[CH:23]=[CH:22][C:21]([CH2:20][C@H:19]([NH:18][C:16]([C@H:13]4[CH2:12][CH2:11][C@H:10]([CH2:9][NH:8][C:6](=[O:7])[O:5][C:1]([CH3:4])([CH3:2])[CH3:3])[CH2:15][CH2:14]4)=[O:17])[C:37](=[O:49])[NH:38][C:39]4[CH:48]=[CH:47][C:42]5[NH:43][C:44](=[O:46])[NH:45][C:41]=5[CH:40]=4)=[CH:26][CH:25]=3)=[C:28]([CH3:36])[CH:29]=2)=[O:34])[CH2:56]1. The catalyst class is: 35. (2) Reactant: [C:1](OC(=O)C)(=[O:3])[CH3:2].[NH:8]([C:10]([CH:12]1[CH2:16][N:15]([C:17]2[CH:18]=[N:19][N:20]3[CH2:25][C@H:24]([CH3:26])[N:23]([C:27]([O:29][C:30]([CH3:33])([CH3:32])[CH3:31])=[O:28])[CH2:22][C:21]=23)[C:14](=[O:34])[CH2:13]1)=[O:11])[NH2:9]. Product: [C:1]([NH:9][NH:8][C:10]([CH:12]1[CH2:16][N:15]([C:17]2[CH:18]=[N:19][N:20]3[CH2:25][C@H:24]([CH3:26])[N:23]([C:27]([O:29][C:30]([CH3:33])([CH3:32])[CH3:31])=[O:28])[CH2:22][C:21]=23)[C:14](=[O:34])[CH2:13]1)=[O:11])(=[O:3])[CH3:2]. The catalyst class is: 2. (3) Product: [C:7]1([CH3:8])[CH:9]=[CH:10][C:4]([S:1]([O:24][CH2:23][CH2:22][CH:21]([C:16]2[CH:17]=[CH:18][CH:19]=[CH:20][C:15]=2[N+:12]([O-:14])=[O:13])[OH:25])(=[O:3])=[O:2])=[CH:5][CH:6]=1. Reactant: [S:1](Cl)([C:4]1[CH:10]=[CH:9][C:7]([CH3:8])=[CH:6][CH:5]=1)(=[O:3])=[O:2].[N+:12]([C:15]1[CH:20]=[CH:19][CH:18]=[CH:17][C:16]=1[CH:21]([OH:25])[CH2:22][CH2:23][OH:24])([O-:14])=[O:13].C(N(CC)CC)C. The catalyst class is: 4. (4) Reactant: [F:1][C:2]1[CH:3]=[C:4]([CH:39]=[C:40]([F:42])[CH:41]=1)[CH2:5][N:6]1[CH:10]=[CH:9][C:8]([C:11]2[C:19]3[C:14](=[N:15][CH:16]=[C:17]([C:20]4[CH:25]=[CH:24][C:23]([N:26]5[CH2:31][CH2:30][N:29](C(OC(C)(C)C)=O)[CH2:28][CH2:27]5)=[CH:22][CH:21]=4)[CH:18]=3)[NH:13][CH:12]=2)=[N:7]1.CO.[ClH:45]. Product: [ClH:45].[F:1][C:2]1[CH:3]=[C:4]([CH:39]=[C:40]([F:42])[CH:41]=1)[CH2:5][N:6]1[CH:10]=[CH:9][C:8]([C:11]2[C:19]3[C:14](=[N:15][CH:16]=[C:17]([C:20]4[CH:21]=[CH:22][C:23]([N:26]5[CH2:27][CH2:28][NH:29][CH2:30][CH2:31]5)=[CH:24][CH:25]=4)[CH:18]=3)[NH:13][CH:12]=2)=[N:7]1. The catalyst class is: 27. (5) Reactant: CO.Cl[C:4]1[C:9]([N+:10]([O-:12])=[O:11])=[CH:8][CH:7]=[C:6]([Cl:13])[N:5]=1.C(N(CC)CC)C.[CH:21]1[C:26]([NH2:27])=[CH:25][CH:24]=[C:23]([NH2:28])[CH:22]=1. Product: [NH2:27][C:26]1[CH:21]=[CH:22][C:23]([NH:28][C:4]2[C:9]([N+:10]([O-:12])=[O:11])=[CH:8][CH:7]=[C:6]([Cl:13])[N:5]=2)=[CH:24][CH:25]=1. The catalyst class is: 6. (6) Reactant: [Cl:1][C:2]1[CH:3]=[C:4]([CH:8]=[CH:9][C:10]=1[O:11][CH:12]([CH3:14])[CH3:13])[C:5]([OH:7])=O.CCN=C=NCCCN(C)C.C1C=CC2N(O)N=NC=2C=1.O[NH:37][C:38](=[NH:55])[C:39]1[CH:47]=[CH:46][CH:45]=[C:44]2[C:40]=1[CH:41]=[CH:42][N:43]2[CH2:48][CH2:49][C:50]([O:52]CC)=[O:51]. Product: [Cl:1][C:2]1[CH:3]=[C:4]([C:5]2[O:7][N:55]=[C:38]([C:39]3[CH:47]=[CH:46][CH:45]=[C:44]4[C:40]=3[CH:41]=[CH:42][N:43]4[CH2:48][CH2:49][C:50]([OH:52])=[O:51])[N:37]=2)[CH:8]=[CH:9][C:10]=1[O:11][CH:12]([CH3:14])[CH3:13]. The catalyst class is: 3.